From a dataset of Forward reaction prediction with 1.9M reactions from USPTO patents (1976-2016). Predict the product of the given reaction. (1) Given the reactants FC(F)(F)S(O[C:7]1[CH:12]=[CH:11][CH:10]=[CH:9][C:8]=1[CH:13]([CH3:15])[CH3:14])(=O)=O.[B:18]1([B:18]2[O:22][C:21]([CH3:24])([CH3:23])[C:20]([CH3:26])([CH3:25])[O:19]2)[O:22][C:21]([CH3:24])([CH3:23])[C:20]([CH3:26])([CH3:25])[O:19]1.C([O-])(=O)C.[K+], predict the reaction product. The product is: [CH:13]([C:8]1[CH:9]=[CH:10][CH:11]=[CH:12][C:7]=1[B:18]1[O:22][C:21]([CH3:24])([CH3:23])[C:20]([CH3:26])([CH3:25])[O:19]1)([CH3:15])[CH3:14]. (2) Given the reactants [F:1][C:2]1[CH:3]=[C:4]([NH2:28])[CH:5]=[CH:6][C:7]=1[O:8][C:9]1[CH:14]=[CH:13][N:12]=[C:11]2[CH:15]=[C:16]([C:18]#[C:19][CH2:20][N:21]3[CH2:26][CH2:25][N:24]([CH3:27])[CH2:23][CH2:22]3)[S:17][C:10]=12.[F:29][C:30]1[CH:35]=[CH:34][C:33]([N:36]2[CH:41]=[CH:40][CH:39]=[C:38]([C:42](O)=[O:43])[C:37]2=[O:45])=[CH:32][CH:31]=1.O=C1C(C(OC)=O)=CC=CO1.FC1C=CC(N)=CC=1, predict the reaction product. The product is: [F:1][C:2]1[CH:3]=[C:4]([NH:28][C:42]([C:38]2[C:37](=[O:45])[N:36]([C:33]3[CH:32]=[CH:31][C:30]([F:29])=[CH:35][CH:34]=3)[CH:41]=[CH:40][CH:39]=2)=[O:43])[CH:5]=[CH:6][C:7]=1[O:8][C:9]1[CH:14]=[CH:13][N:12]=[C:11]2[CH:15]=[C:16]([C:18]#[C:19][CH2:20][N:21]3[CH2:22][CH2:23][N:24]([CH3:27])[CH2:25][CH2:26]3)[S:17][C:10]=12. (3) Given the reactants [CH3:1][O:2][C:3]([C:5]1[CH2:6][N:7]([C:21]([O:23][C:24]([CH3:27])([CH3:26])[CH3:25])=[O:22])[CH2:8][CH2:9][C:10]=1[C:11]1[CH:16]=[CH:15][C:14]([O:17][CH2:18][CH2:19][OH:20])=[CH:13][CH:12]=1)=[O:4].[Cl:28][C:29]1[CH:34]=[C:33]([CH3:35])[C:32]([CH3:36])=[CH:31][C:30]=1O.C(P(CCCC)CCCC)CCC, predict the reaction product. The product is: [CH3:1][O:2][C:3]([C:5]1[CH2:6][N:7]([C:21]([O:23][C:24]([CH3:27])([CH3:26])[CH3:25])=[O:22])[CH2:8][CH2:9][C:10]=1[C:11]1[CH:16]=[CH:15][C:14]([O:17][CH2:18][CH2:19][O:20][C:30]2[CH:31]=[C:32]([CH3:36])[C:33]([CH3:35])=[CH:34][C:29]=2[Cl:28])=[CH:13][CH:12]=1)=[O:4].